From a dataset of Reaction yield outcomes from USPTO patents with 853,638 reactions. Predict the reaction yield, written as a fraction of the theoretical maximum amount of product (1.0 means a 100% yield; for example, 0.34 means a 34% yield). (1) The reactants are [CH:1]([O:4][C:5]1[CH:14]=[C:13]([C:15]([F:18])([F:17])[F:16])[C:12]2[C:7](=[CH:8][CH:9]=[C:10]3[NH:22][C@H:21]([CH3:23])[CH2:20][O:19][C:11]3=2)[N:6]=1)([CH3:3])[CH3:2].[BH4-].[Na+].[C:26](O)(=O)[CH3:27]. No catalyst specified. The product is [CH2:26]([N:22]1[C:10]2[C:11](=[C:12]3[C:7](=[CH:8][CH:9]=2)[N:6]=[C:5]([O:4][CH:1]([CH3:3])[CH3:2])[CH:14]=[C:13]3[C:15]([F:18])([F:17])[F:16])[O:19][CH2:20][C@H:21]1[CH3:23])[CH3:27]. The yield is 1.00. (2) The reactants are C[C:2]1[N:7]=[N:6][C:5]([C:8]2[CH:13]=[CH:12][CH:11]=[CH:10][CH:9]=2)=[C:4]([C:14]([OH:16])=O)[C:3]=1[C:17]1[CH:22]=[CH:21][CH:20]=[CH:19][CH:18]=1.C(Cl)(=O)C(Cl)=O.C[ClH]N.[CH2:32]([N:34](CC)CC)C. The catalyst is C(Cl)Cl.CN(C=O)C. The product is [CH3:32][NH:34][C:14]([C:4]1[C:3]([C:17]2[CH:22]=[CH:21][CH:20]=[CH:19][CH:18]=2)=[CH:2][N:7]=[N:6][C:5]=1[C:8]1[CH:13]=[CH:12][CH:11]=[CH:10][CH:9]=1)=[O:16]. The yield is 0.470. (3) The reactants are Cl[C:2]1[CH:11]=[N:10][C:9]2[C:8]([C:12]([O:14][CH3:15])=[O:13])=[C:7]([O:16][CH3:17])[CH:6]=[CH:5][C:4]=2[N:3]=1.[C:18]1(B(O)O)[CH:23]=[CH:22][CH:21]=[CH:20][CH:19]=1.C(=O)([O-])[O-].[K+].[K+]. The catalyst is O1CCOCC1.O.[Cl-].[Na+].O.C1C=CC([P]([Pd]([P](C2C=CC=CC=2)(C2C=CC=CC=2)C2C=CC=CC=2)([P](C2C=CC=CC=2)(C2C=CC=CC=2)C2C=CC=CC=2)[P](C2C=CC=CC=2)(C2C=CC=CC=2)C2C=CC=CC=2)(C2C=CC=CC=2)C2C=CC=CC=2)=CC=1. The product is [CH3:17][O:16][C:7]1[CH:6]=[CH:5][C:4]2[N:3]=[C:2]([C:18]3[CH:23]=[CH:22][CH:21]=[CH:20][CH:19]=3)[CH:11]=[N:10][C:9]=2[C:8]=1[C:12]([O:14][CH3:15])=[O:13]. The yield is 0.920. (4) The reactants are FC(F)(F)S(O[C:7]1[CH:12]=[CH:11][C:10]([N:13]2[C:18]3=[N:19][C:20]4[C:25]([Cl:26])=[CH:24][CH:23]=[C:22]([CH:27]([O:32][CH:33]([F:35])[F:34])[C:28]([F:31])([F:30])[F:29])[C:21]=4[N:17]3[CH2:16][CH2:15][CH2:14]2)=[C:9]([CH3:36])[N:8]=1)(=O)=O.[NH:39]1[CH2:43][CH2:42][CH2:41][CH2:40]1. The catalyst is CN(C)C=O.O. The product is [Cl:26][C:25]1[C:20]2[N:19]=[C:18]3[N:13]([C:10]4[C:9]([CH3:36])=[N:8][C:7]([N:39]5[CH2:43][CH2:42][CH2:41][CH2:40]5)=[CH:12][CH:11]=4)[CH2:14][CH2:15][CH2:16][N:17]3[C:21]=2[C:22]([CH:27]([O:32][CH:33]([F:35])[F:34])[C:28]([F:31])([F:30])[F:29])=[CH:23][CH:24]=1. The yield is 0.880. (5) The reactants are [C:1](=[O:4])([O-])[OH:2].[Na+].Cl.NO.[Cl:9][C:10]1[CH:15]=[CH:14][C:13]([C@@H:16]2[O:22][CH2:21][CH2:20][N:19]([C:23]([O:25][C:26]([CH3:29])([CH3:28])[CH3:27])=[O:24])[CH2:18][C@H:17]2[CH2:30][N:31]2[CH:36]=[CH:35][CH:34]=[C:33]([C:37]#[N:38])[C:32]2=[O:39])=[CH:12][C:11]=1[F:40].C1(C2CCCCCCCCCC=2)CCCCCCCCN[N:42]=1.C(N1C=CN=C1)(N1C=CN=C1)=O. The catalyst is CS(C)=O.O. The product is [Cl:9][C:10]1[CH:15]=[CH:14][C:13]([C@@H:16]2[O:22][CH2:21][CH2:20][N:19]([C:23]([O:25][C:26]([CH3:27])([CH3:28])[CH3:29])=[O:24])[CH2:18][C@H:17]2[CH2:30][N:31]2[CH:36]=[CH:35][CH:34]=[C:33]([C:37]3[NH:42][C:1](=[O:4])[O:2][N:38]=3)[C:32]2=[O:39])=[CH:12][C:11]=1[F:40]. The yield is 0.930. (6) The reactants are [CH3:1][CH:2]1[NH:7][CH:6]([CH3:8])[CH2:5][N:4]([C:9]2[CH:18]=[CH:17][C:12]([C:13]([O:15]C)=O)=[CH:11][CH:10]=2)[CH2:3]1.[NH2:19][C:20]1[N:24](C(OC(C)(C)C)=O)[N:23]=[C:22]([CH2:32][CH2:33][C:34]2[CH:39]=[C:38]([O:40][CH3:41])[CH:37]=[C:36]([O:42][CH3:43])[CH:35]=2)[CH:21]=1.C[Si]([N-][Si](C)(C)C)(C)C.[Na+]. The catalyst is C1COCC1. The product is [CH3:41][O:40][C:38]1[CH:39]=[C:34]([CH2:33][CH2:32][C:22]2[CH:21]=[C:20]([NH:19][C:13](=[O:15])[C:12]3[CH:11]=[CH:10][C:9]([N:4]4[CH2:5][CH:6]([CH3:8])[NH:7][CH:2]([CH3:1])[CH2:3]4)=[CH:18][CH:17]=3)[NH:24][N:23]=2)[CH:35]=[C:36]([O:42][CH3:43])[CH:37]=1. The yield is 0.100.